The task is: Predict which catalyst facilitates the given reaction.. This data is from Catalyst prediction with 721,799 reactions and 888 catalyst types from USPTO. (1) Reactant: [CH3:1][CH:2]([CH2:5][C:6]1[CH:11]=[CH:10][C:9]([C:12]([CH3:15])([CH3:14])[CH3:13])=[CH:8][CH:7]=1)[CH:3]=[O:4].C(N(CC)CC)C.[C:23]([O-])(=[O:25])[CH3:24].[Na+].O. Product: [C:12]([C:9]1[CH:8]=[CH:7][C:6]([CH2:5][C:2]([CH3:1])=[CH:3][O:4][C:23](=[O:25])[CH3:24])=[CH:11][CH:10]=1)([CH3:14])([CH3:13])[CH3:15]. The catalyst class is: 152. (2) Reactant: [CH2:1]([C:3]1[C:11]2[N:10]=[CH:9][NH:8][C:7]=2[CH:6]=[CH:5][C:4]=1[C:12]#[N:13])[CH3:2].[O:14]1[CH2:19][CH2:18][CH2:17][CH2:16][CH2:15]1.C1(C)C=CC(S([O-])(=O)=O)=CC=1.[NH+]1C=CC=CC=1. Product: [CH2:1]([C:3]1[C:11]2[N:10]=[CH:9][N:8]([CH:15]3[CH2:16][CH2:17][CH2:18][CH2:19][O:14]3)[C:7]=2[CH:6]=[CH:5][C:4]=1[C:12]#[N:13])[CH3:2]. The catalyst class is: 11. (3) Reactant: [CH2:1]([N:8]1[CH2:13][CH2:12][N:11](C(OC(C)(C)C)=O)[C@H:10]([CH:21]([O:26][Si](C)(C)C)[C:22]([F:25])([F:24])[F:23])[CH2:9]1)[C:2]1[CH:7]=[CH:6][CH:5]=[CH:4][CH:3]=1.C(O)(C(F)(F)F)=O.C(=O)([O-])O.[Na+].C(=O)([O-])[O-].[K+].[K+]. Product: [CH2:1]([N:8]1[CH2:13][CH2:12][NH:11][C@H:10]([CH:21]([OH:26])[C:22]([F:23])([F:25])[F:24])[CH2:9]1)[C:2]1[CH:7]=[CH:6][CH:5]=[CH:4][CH:3]=1. The catalyst class is: 22. (4) Reactant: O[CH2:2][C:3]1[N:8]=[C:7]([NH:9][C:10]2[S:11][C:12]([C:15]#[N:16])=[CH:13][N:14]=2)[CH:6]=[CH:5][CH:4]=1.CN(C=O)C.O=P(Cl)(Cl)[Cl:24].C([O-])(O)=O.[Na+]. Product: [Cl:24][CH2:2][C:3]1[N:8]=[C:7]([NH:9][C:10]2[S:11][C:12]([C:15]#[N:16])=[CH:13][N:14]=2)[CH:6]=[CH:5][CH:4]=1. The catalyst class is: 34. (5) Reactant: [Cl:1][C:2]1[CH:3]=[C:4]2[C:9](=[CH:10][CH:11]=1)[N:8]=[C:7]([N:12]1[CH2:17][CH2:16][NH:15][CH2:14][CH2:13]1)[N:6]=[C:5]2[NH:18][NH2:19].Cl.[N:21]([O-])=O.[Na+]. Product: [Cl:1][C:2]1[CH:11]=[CH:10][C:9]2[N:8]=[C:7]([N:12]3[CH2:17][CH2:16][NH:15][CH2:14][CH2:13]3)[N:6]3[N:21]=[N:19][N:18]=[C:5]3[C:4]=2[CH:3]=1. The catalyst class is: 6. (6) Reactant: [Br:1][C:2]1[CH:3]=[CH:4][C:5]([NH:8][NH:9][C:10](=O)[C:11]([F:14])([F:13])[F:12])=[N:6][CH:7]=1.C(=O)(O)[O-].[Na+]. Product: [Br:1][C:2]1[CH:3]=[CH:4][C:5]2[N:6]([C:10]([C:11]([F:14])([F:13])[F:12])=[N:9][N:8]=2)[CH:7]=1. The catalyst class is: 6. (7) Reactant: [CH2:1]([O:3][C:4]([C:6]1[CH:7]=[N:8][NH:9][CH:10]=1)=[O:5])[CH3:2].[H-].[Na+].[CH2:13](I)[CH:14]([CH3:16])[CH3:15].O. Product: [CH2:1]([O:3][C:4]([C:6]1[CH:7]=[N:8][N:9]([CH2:13][CH:14]([CH3:16])[CH3:15])[CH:10]=1)=[O:5])[CH3:2]. The catalyst class is: 3. (8) Reactant: [Br:1][C:2]1[CH:35]=[CH:34][CH:33]=[CH:32][C:3]=1[CH2:4][CH:5]1[C:11](=[O:12])[NH:10][C:9]2[CH:13]=[CH:14][C:15]([Cl:17])=[CH:16][C:8]=2[C:7]([C:18]2[CH:23]=[CH:22][C:21]([NH:24]C(=O)OC(C)(C)C)=[CH:20][CH:19]=2)=[N:6]1.FC(F)(F)C(O)=O.[OH-].[Na+]. Product: [NH2:24][C:21]1[CH:20]=[CH:19][C:18]([C:7]2[C:8]3[CH:16]=[C:15]([Cl:17])[CH:14]=[CH:13][C:9]=3[NH:10][C:11](=[O:12])[CH:5]([CH2:4][C:3]3[CH:32]=[CH:33][CH:34]=[CH:35][C:2]=3[Br:1])[N:6]=2)=[CH:23][CH:22]=1. The catalyst class is: 46. (9) Reactant: [C:1]([NH:5][S:6]([C:9]1[CH:14]=[CH:13][C:12]([N:15]2[C:19]([CH2:20][CH:21]3[CH2:26][CH2:25][CH2:24][CH2:23][CH2:22]3)=[C:18]([CH3:27])[C:17]([C:28]([NH:30][CH2:31][CH2:32][C:33]([CH3:38])([CH3:37])[C:34]([OH:36])=[O:35])=[O:29])=[C:16]2[C:39]#[N:40])=[CH:11][C:10]=1[C:41]([F:44])([F:43])[F:42])(=[O:8])=[O:7])([CH3:4])([CH3:3])[CH3:2].C([O-])([O-])=[O:46].[K+].[K+].OO. Product: [C:1]([NH:5][S:6]([C:9]1[CH:14]=[CH:13][C:12]([N:15]2[C:19]([CH2:20][CH:21]3[CH2:26][CH2:25][CH2:24][CH2:23][CH2:22]3)=[C:18]([CH3:27])[C:17]([C:28]([NH:30][CH2:31][CH2:32][C:33]([CH3:38])([CH3:37])[C:34]([OH:36])=[O:35])=[O:29])=[C:16]2[C:39](=[O:46])[NH2:40])=[CH:11][C:10]=1[C:41]([F:43])([F:44])[F:42])(=[O:8])=[O:7])([CH3:2])([CH3:3])[CH3:4]. The catalyst class is: 58. (10) Reactant: [Cl:1][C:2]1[S:6][C:5]([C:7]([NH:9][CH2:10][C:11]2[N:12]=[CH:13][N:14]([C:16]3[CH:21]=[CH:20][C:19](I)=[CH:18][CH:17]=3)[CH:15]=2)=[O:8])=[CH:4][CH:3]=1.[NH:23]1[CH2:28][CH2:27][CH2:26][NH:25][C:24]1=[O:29].N[C@@H]1CCCC[C@H]1N.[O-]P([O-])([O-])=O.[K+].[K+].[K+]. Product: [Cl:1][C:2]1[S:6][C:5]([C:7]([NH:9][CH2:10][C:11]2[N:12]=[CH:13][N:14]([C:16]3[CH:21]=[CH:20][C:19]([N:23]4[CH2:28][CH2:27][CH2:26][NH:25][C:24]4=[O:29])=[CH:18][CH:17]=3)[CH:15]=2)=[O:8])=[CH:4][CH:3]=1. The catalyst class is: 185.